From a dataset of Blood-brain barrier permeability classification from the B3DB database. Regression/Classification. Given a drug SMILES string, predict its absorption, distribution, metabolism, or excretion properties. Task type varies by dataset: regression for continuous measurements (e.g., permeability, clearance, half-life) or binary classification for categorical outcomes (e.g., BBB penetration, CYP inhibition). Dataset: b3db_classification. (1) The drug is CN1C(C(=O)Nc2ccccn2)=C(O)c2sccc2S1(=O)=O. The result is 0 (does not penetrate BBB). (2) The molecule is O=c1[nH]c(=O)n(C2CC(O)C(CO)O2)cc1F. The result is 0 (does not penetrate BBB). (3) The molecule is CN(C)C(CCOc1cccc2ccccc12)c1ccccc1. The result is 1 (penetrates BBB). (4) The molecule is O=C(CCCN1CCC2(CC1)C(=O)NCN2c1ccc(F)cc1)c1ccc(F)cc1. The result is 1 (penetrates BBB). (5) The drug is CC(=O)OCC(=O)[C@]12OC(C)(C)O[C@H]1C[C@@H]1[C@H]3CC(C=O)=C4C=C(OCCCl)CC[C@]4(C)[C@]3(F)[C@@H](O)C[C@@]12C. The result is 1 (penetrates BBB). (6) The compound is CCN(CC)C(=O)C1(c2ccccc2)C[C@@H]1CN. The result is 1 (penetrates BBB).